This data is from Reaction yield outcomes from USPTO patents with 853,638 reactions. The task is: Predict the reaction yield, written as a fraction of the theoretical maximum amount of product (1.0 means a 100% yield; for example, 0.34 means a 34% yield). (1) The reactants are [Cl:1][C:2]1[C:3](F)=[C:4]([CH:22]=[CH:23][CH:24]=1)[C:5]([N:7]1[CH2:12][CH2:11][N:10]([C:13]([O:15][C:16]([CH3:19])([CH3:18])[CH3:17])=[O:14])[CH2:9][CH:8]1[CH2:20][OH:21])=[O:6].[H-].[Na+]. The catalyst is CN(C)C=O. The product is [Cl:1][C:2]1[C:3]2[O:21][CH2:20][CH:8]3[CH2:9][N:10]([C:13]([O:15][C:16]([CH3:19])([CH3:18])[CH3:17])=[O:14])[CH2:11][CH2:12][N:7]3[C:5](=[O:6])[C:4]=2[CH:22]=[CH:23][CH:24]=1. The yield is 0.360. (2) The reactants are [CH3:1][C:2]1[C:7]([OH:8])=[C:6]([CH3:9])[CH:5]=[CH:4][N:3]=1.[H-].[Na+].[Br:12][C:13]1[CH:14]=[C:15]([N+]([O-])=O)[C:16]([C:19]#[N:20])=[N:17][CH:18]=1.[NH4+].[Cl-]. The catalyst is O.CN(C=O)C. The product is [Br:12][C:13]1[CH:14]=[C:15]([O:8][C:7]2[C:2]([CH3:1])=[N:3][CH:4]=[CH:5][C:6]=2[CH3:9])[C:16]([C:19]#[N:20])=[N:17][CH:18]=1. The yield is 0.922. (3) The reactants are C[C:2]1[C:10]2[N:6]([CH:7]=[C:8]([C:11]3[CH:16]=[CH:15][C:14](OC)=[CH:13][CH:12]=3)[CH:9]=2)[CH:5]=[CH:4][CH:3]=1.BrC[C:21]([C:23]1C=CC(OC)=C[CH:24]=1)=[O:22].[N:31]1[CH:36]=[CH:35][CH:34]=[C:33](C)[C:32]=1C.C(=O)([O-])[O-].[K+].[K+]. The catalyst is CC(C)=O. The product is [N:31]1([CH2:24][CH2:23][CH2:21][O:22][C:16]2[CH:15]=[CH:14][CH:13]=[CH:12][C:11]=2[C:8]2[CH:9]=[C:10]3[N:6]([CH:7]=2)[CH:5]=[CH:4][CH:3]=[CH:2]3)[CH2:32][CH2:33][CH2:34][CH2:35][CH2:36]1. The yield is 0.960. (4) The reactants are [S:1]1[C:5]2[CH:6]=[CH:7][CH:8]=[CH:9][C:4]=2[N:3]=[C:2]1[C:10](=[C:13](O)[C:14]1[CH:19]=[CH:18][C:17]([N+:20]([O-:22])=[O:21])=[CH:16][CH:15]=1)[C:11]#[N:12].O=P(Cl)(Cl)[Cl:26]. No catalyst specified. The product is [S:1]1[C:5]2[CH:6]=[CH:7][CH:8]=[CH:9][C:4]=2[N:3]=[C:2]1[C:10](=[C:13]([Cl:26])[C:14]1[CH:19]=[CH:18][C:17]([N+:20]([O-:22])=[O:21])=[CH:16][CH:15]=1)[C:11]#[N:12]. The yield is 0.950.